This data is from Reaction yield outcomes from USPTO patents with 853,638 reactions. The task is: Predict the reaction yield, written as a fraction of the theoretical maximum amount of product (1.0 means a 100% yield; for example, 0.34 means a 34% yield). (1) The reactants are CN(C=O)C.[C:6]([Cl:11])(=O)[C:7](Cl)=[O:8].OC1C(=O)[N:15]([CH:26]([CH3:28])[CH3:27])[S:16](=[O:25])(=[O:24])[C:17]=1[C:18]1[CH:23]=[CH:22][CH:21]=[CH:20][CH:19]=1.O. The catalyst is C(Cl)Cl. The product is [Cl:11][C:6]1[C:7](=[O:8])[N:15]([CH:26]([CH3:28])[CH3:27])[S:16](=[O:24])(=[O:25])[C:17]=1[C:18]1[CH:23]=[CH:22][CH:21]=[CH:20][CH:19]=1. The yield is 0.460. (2) The reactants are [N:1]1([C:6]2[CH:7]=[C:8]([CH:11]=[CH:12][CH:13]=2)[C:9]#[N:10])[CH2:5][CH2:4][CH2:3][CH2:2]1.[H][H]. The catalyst is Cl.[Pd].CO. The product is [N:1]1([C:6]2[CH:7]=[C:8]([CH2:9][NH2:10])[CH:11]=[CH:12][CH:13]=2)[CH2:5][CH2:4][CH2:3][CH2:2]1. The yield is 0.900. (3) The reactants are OCCN[C:5](=[O:10])[C:6](F)(F)F.[C:11]1(C)[CH:16]=[CH:15][C:14](S(O)(=O)=O)=[CH:13][CH:12]=1.C1C[O:25][CH2:24][CH2:23]1. No catalyst specified. The product is [C:24]([O:10][CH2:5][CH3:6])(=[O:25])[CH3:23].[CH3:15][CH2:16][CH2:11][CH2:12][CH2:13][CH3:14]. The yield is 0.480. (4) The reactants are [F:1][C:2]1[CH:7]=[CH:6][CH:5]=[C:4]([F:8])[C:3]=1[N:9]1[C:14]2[N:15]=[C:16]([S:29][CH3:30])[N:17]=[C:18]([C:19]3[CH:20]=[C:21]([CH:25]=[CH:26][C:27]=3[CH3:28])[C:22](O)=[O:23])[C:13]=2[CH2:12][NH:11][C:10]1=[O:31].[CH:32]([NH2:35])([CH3:34])[CH3:33].CN(C(ON1N=NC2C=CC=NC1=2)=[N+](C)C)C.F[P-](F)(F)(F)(F)F.C(N(C(C)C)CC)(C)C. The catalyst is C(Cl)Cl.O. The product is [F:1][C:2]1[CH:7]=[CH:6][CH:5]=[C:4]([F:8])[C:3]=1[N:9]1[C:14]2[N:15]=[C:16]([S:29][CH3:30])[N:17]=[C:18]([C:19]3[CH:20]=[C:21]([CH:25]=[CH:26][C:27]=3[CH3:28])[C:22]([NH:35][CH:32]([CH3:34])[CH3:33])=[O:23])[C:13]=2[CH2:12][NH:11][C:10]1=[O:31]. The yield is 0.970.